Dataset: Catalyst prediction with 721,799 reactions and 888 catalyst types from USPTO. Task: Predict which catalyst facilitates the given reaction. (1) Reactant: C1(P(C2C=CC=CC=2)C2C=CC3C(=CC=CC=3)C=2C2C3C(=CC=CC=3)C=CC=2P(C2C=CC=CC=2)C2C=CC=CC=2)C=CC=CC=1.C(=O)([O-])[O-].[Cs+].[Cs+].[CH3:53][O:54][C:55](=[O:69])[C:56]1[CH:61]=[C:60]([N:62]([S:64]([CH3:67])(=[O:66])=[O:65])[CH3:63])[N:59]=[C:58](Cl)[CH:57]=1.[CH:70]1([NH2:73])[CH2:72][CH2:71]1. Product: [CH3:53][O:54][C:55](=[O:69])[C:56]1[CH:61]=[C:60]([N:62]([S:64]([CH3:67])(=[O:66])=[O:65])[CH3:63])[N:59]=[C:58]([NH:73][CH:70]2[CH2:72][CH2:71]2)[CH:57]=1. The catalyst class is: 487. (2) Reactant: Cl[C:2]1[N:7]=[C:6]([CH3:8])[C:5]([N+:9]([O-:11])=[O:10])=[CH:4][CH:3]=1.[CH3:12][NH:13][CH2:14][CH3:15]. Product: [CH2:14]([N:13]([CH3:12])[C:2]1[CH:3]=[CH:4][C:5]([N+:9]([O-:11])=[O:10])=[C:6]([CH3:8])[N:7]=1)[CH3:15]. The catalyst class is: 191. (3) Reactant: [F:1][C:2]1[CH:11]=[C:10]([NH:12][C:13]([C:15]2[S:16][C:17]([CH:23]([CH3:25])[CH3:24])=[C:18]([CH:20]([CH3:22])[CH3:21])[CH:19]=2)=[O:14])[CH:9]=[CH:8][C:3]=1[C:4]([O:6]C)=[O:5]. Product: [F:1][C:2]1[CH:11]=[C:10]([NH:12][C:13]([C:15]2[S:16][C:17]([CH:23]([CH3:25])[CH3:24])=[C:18]([CH:20]([CH3:21])[CH3:22])[CH:19]=2)=[O:14])[CH:9]=[CH:8][C:3]=1[C:4]([OH:6])=[O:5]. The catalyst class is: 74. (4) Product: [Cl:15][C:16]1[CH:17]=[C:18]([C:19]2[N:21]=[C:10]([C:9]3[CH:8]=[CH:7][C:6]([C:3]4([C:1]#[N:2])[CH2:4][CH2:5]4)=[CH:14][CH:13]=3)[O:12][N:20]=2)[CH:23]=[CH:24][C:25]=1[O:26][CH:27]([CH3:29])[CH3:28]. Reactant: [C:1]([C:3]1([C:6]2[CH:14]=[CH:13][C:9]([C:10]([OH:12])=O)=[CH:8][CH:7]=2)[CH2:5][CH2:4]1)#[N:2].[Cl:15][C:16]1[CH:17]=[C:18]([CH:23]=[CH:24][C:25]=1[O:26][CH:27]([CH3:29])[CH3:28])/[C:19](=[N:21]/O)/[NH2:20].C1CCC(N=C=NC2CCCCC2)CC1.C1C=CC2N(O)N=NC=2C=1.CCN(C(C)C)C(C)C. The catalyst class is: 10. (5) Reactant: [N:1]1[N:5]2[C@@H:6]3[CH2:12][N:11](C(OCC4C=CC=CC=4)=O)[CH2:10][C@H:7]3[O:8][CH2:9][C:4]2=[CH:3][N:2]=1. Product: [N:1]1[N:5]2[C@@H:6]3[CH2:12][NH:11][CH2:10][C@H:7]3[O:8][CH2:9][C:4]2=[CH:3][N:2]=1. The catalyst class is: 105. (6) Reactant: [C:1]([O:5][C:6](=[O:40])[CH2:7][N:8]([CH2:25][C:26]1[CH:31]=[C:30]([C:32]([F:35])([F:34])[F:33])[CH:29]=[C:28]([C:36]([F:39])([F:38])[F:37])[CH:27]=1)[CH2:9][C:10]1[C:11]([C:20]#[C:21][CH2:22][CH2:23][CH3:24])=[N:12][C:13]2[C:18]([CH:19]=1)=[CH:17][CH:16]=[CH:15][CH:14]=2)([CH3:4])([CH3:3])[CH3:2]. Product: [C:1]([O:5][C:6](=[O:40])[CH2:7][N:8]([CH2:25][C:26]1[CH:31]=[C:30]([C:32]([F:35])([F:34])[F:33])[CH:29]=[C:28]([C:36]([F:37])([F:38])[F:39])[CH:27]=1)[CH2:9][C:10]1[C:11]([CH2:20][CH2:21][CH2:22][CH2:23][CH3:24])=[N:12][C:13]2[C:18]([CH:19]=1)=[CH:17][CH:16]=[CH:15][CH:14]=2)([CH3:2])([CH3:3])[CH3:4]. The catalyst class is: 29. (7) Reactant: [NH:1]1[CH2:6][CH2:5][NH:4][CH2:3][CH2:2]1.[CH:7]1([CH2:10][CH2:11][NH:12][C:13]([C:15]2[N:16]=[N:17][C:18](Cl)=[CH:19][CH:20]=2)=[O:14])[CH2:9][CH2:8]1. Product: [CH:7]1([CH2:10][CH2:11][NH:12][C:13]([C:15]2[N:16]=[N:17][C:18]([N:1]3[CH2:6][CH2:5][NH:4][CH2:3][CH2:2]3)=[CH:19][CH:20]=2)=[O:14])[CH2:9][CH2:8]1. The catalyst class is: 245. (8) Product: [NH2:12][C:10]1[CH:11]=[C:4]2[CH2:3][N:2]([CH3:1])[C:7](=[O:8])[CH2:6][N:5]2[N:9]=1. The catalyst class is: 29. Reactant: [CH3:1][N:2]1[C:7](=[O:8])[CH2:6][N:5]2[N:9]=[C:10]([N+:12]([O-])=O)[CH:11]=[C:4]2[CH2:3]1.[H][H]. (9) Reactant: Cl[C:2]1[C:11]2=[N:12][N:13](CC3C=CC(OC)=CC=3)[CH:14]=[C:10]2[C:9]2[CH:8]=[CH:7][CH:6]=[CH:5][C:4]=2[N:3]=1.[CH3:24][O:25][CH2:26][CH2:27][NH2:28].Cl. Product: [CH3:24][O:25][CH2:26][CH2:27][NH:28][C:2]1[C:11]2=[N:12][NH:13][CH:14]=[C:10]2[C:9]2[CH:8]=[CH:7][CH:6]=[CH:5][C:4]=2[N:3]=1. The catalyst class is: 71.